From a dataset of NCI-60 drug combinations with 297,098 pairs across 59 cell lines. Regression. Given two drug SMILES strings and cell line genomic features, predict the synergy score measuring deviation from expected non-interaction effect. (1) Drug 1: C1=CN(C=N1)CC(O)(P(=O)(O)O)P(=O)(O)O. Drug 2: CC1=C(N=C(N=C1N)C(CC(=O)N)NCC(C(=O)N)N)C(=O)NC(C(C2=CN=CN2)OC3C(C(C(C(O3)CO)O)O)OC4C(C(C(C(O4)CO)O)OC(=O)N)O)C(=O)NC(C)C(C(C)C(=O)NC(C(C)O)C(=O)NCCC5=NC(=CS5)C6=NC(=CS6)C(=O)NCCC[S+](C)C)O. Cell line: CAKI-1. Synergy scores: CSS=32.0, Synergy_ZIP=-0.983, Synergy_Bliss=1.26, Synergy_Loewe=-9.60, Synergy_HSA=1.43. (2) Drug 1: COC1=C(C=C2C(=C1)N=CN=C2NC3=CC(=C(C=C3)F)Cl)OCCCN4CCOCC4. Drug 2: C1CC(=O)NC(=O)C1N2C(=O)C3=CC=CC=C3C2=O. Cell line: MOLT-4. Synergy scores: CSS=15.6, Synergy_ZIP=-5.98, Synergy_Bliss=-0.910, Synergy_Loewe=-11.7, Synergy_HSA=-2.82. (3) Synergy scores: CSS=9.23, Synergy_ZIP=-1.60, Synergy_Bliss=3.42, Synergy_Loewe=-0.723, Synergy_HSA=1.46. Drug 2: C1=NNC2=C1C(=O)NC=N2. Cell line: NCI/ADR-RES. Drug 1: C1=CC(=CC=C1CC(C(=O)O)N)N(CCCl)CCCl.Cl. (4) Drug 1: CCCS(=O)(=O)NC1=C(C(=C(C=C1)F)C(=O)C2=CNC3=C2C=C(C=N3)C4=CC=C(C=C4)Cl)F. Drug 2: COC1=C(C=C2C(=C1)N=CN=C2NC3=CC(=C(C=C3)F)Cl)OCCCN4CCOCC4. Cell line: SN12C. Synergy scores: CSS=32.6, Synergy_ZIP=0.875, Synergy_Bliss=7.94, Synergy_Loewe=1.18, Synergy_HSA=6.18. (5) Drug 1: C1=C(C(=O)NC(=O)N1)F. Drug 2: CCC1(CC2CC(C3=C(CCN(C2)C1)C4=CC=CC=C4N3)(C5=C(C=C6C(=C5)C78CCN9C7C(C=CC9)(C(C(C8N6C=O)(C(=O)OC)O)OC(=O)C)CC)OC)C(=O)OC)O.OS(=O)(=O)O. Cell line: SN12C. Synergy scores: CSS=19.0, Synergy_ZIP=-3.92, Synergy_Bliss=0.0788, Synergy_Loewe=-0.0749, Synergy_HSA=-0.0900. (6) Synergy scores: CSS=39.3, Synergy_ZIP=7.63, Synergy_Bliss=10.6, Synergy_Loewe=-24.0, Synergy_HSA=1.34. Drug 2: CC1=CC=C(C=C1)C2=CC(=NN2C3=CC=C(C=C3)S(=O)(=O)N)C(F)(F)F. Drug 1: CC1C(C(=O)NC(C(=O)N2CCCC2C(=O)N(CC(=O)N(C(C(=O)O1)C(C)C)C)C)C(C)C)NC(=O)C3=C4C(=C(C=C3)C)OC5=C(C(=O)C(=C(C5=N4)C(=O)NC6C(OC(=O)C(N(C(=O)CN(C(=O)C7CCCN7C(=O)C(NC6=O)C(C)C)C)C)C(C)C)C)N)C. Cell line: HT29.